From a dataset of Full USPTO retrosynthesis dataset with 1.9M reactions from patents (1976-2016). Predict the reactants needed to synthesize the given product. (1) Given the product [C:16]([O:15][C:13](=[O:14])[N:11]([CH2:10][C:6]1[CH:7]=[CH:8][CH:9]=[C:4]([CH2:3][OH:2])[CH:5]=1)[CH3:12])([CH3:19])([CH3:17])[CH3:18], predict the reactants needed to synthesize it. The reactants are: C[O:2][C:3](=O)[C:4]1[CH:9]=[CH:8][CH:7]=[C:6]([CH2:10][N:11]([C:13]([O:15][C:16]([CH3:19])([CH3:18])[CH3:17])=[O:14])[CH3:12])[CH:5]=1.[H-].[Al+3].[Li+].[H-].[H-].[H-]. (2) Given the product [C:2]([NH:5][CH:6]([CH2:10][C:11]1[CH:16]=[CH:15][C:14]([Br:17])=[CH:13][CH:12]=1)[C:7]([O:9][CH3:18])=[O:8])(=[O:4])[CH3:3], predict the reactants needed to synthesize it. The reactants are: Cl.[C:2]([NH:5][CH:6]([CH2:10][C:11]1[CH:16]=[CH:15][C:14]([Br:17])=[CH:13][CH:12]=1)[C:7]([OH:9])=[O:8])(=[O:4])[CH3:3].[CH3:18]O.